This data is from Full USPTO retrosynthesis dataset with 1.9M reactions from patents (1976-2016). The task is: Predict the reactants needed to synthesize the given product. (1) Given the product [CH2:7]1[C@@H:9]2[C@@H:15]([CH2:14][CH2:12][CH2:11][CH2:10]2)[CH2:16][CH2:17][CH2:19]1, predict the reactants needed to synthesize it. The reactants are: C(OC/C=[C:7](\[CH2:9][CH2:10]/[CH:11]=[C:12](\[CH2:14][CH2:15][CH:16]=[C:17]([CH3:19])C)/C)/C)(=O)C. (2) Given the product [Br:28][CH2:1][C:2]1[C:3]([C:15]2[CH:20]=[CH:19][CH:18]=[CH:17][CH:16]=2)=[N:4][C:5]2[C:10]([C:11]=1[C:12]([OH:14])=[O:13])=[CH:9][CH:8]=[CH:7][CH:6]=2.[C:23]1(=[O:24])[NH:25][C:26](=[O:27])[CH2:21][CH2:22]1, predict the reactants needed to synthesize it. The reactants are: [CH3:1][C:2]1[C:3]([C:15]2[CH:20]=[CH:19][CH:18]=[CH:17][CH:16]=2)=[N:4][C:5]2[C:10]([C:11]=1[C:12]([OH:14])=[O:13])=[CH:9][CH:8]=[CH:7][CH:6]=2.[CH2:21]1[C:26](=[O:27])[N:25]([Br:28])[C:23](=[O:24])[CH2:22]1. (3) Given the product [CH2:9]([N:16]1[CH:8]=[C:7]([C:1]2[CH:6]=[CH:5][CH:4]=[CH:3][CH:2]=2)[N:18]=[N:17]1)[C:10]1[CH:15]=[CH:14][CH:13]=[CH:12][CH:11]=1, predict the reactants needed to synthesize it. The reactants are: [C:1]1([C:7]#[CH:8])[CH:6]=[CH:5][CH:4]=[CH:3][CH:2]=1.[CH2:9]([N:16]=[N+:17]=[N-:18])[C:10]1[CH:15]=[CH:14][CH:13]=[CH:12][CH:11]=1. (4) Given the product [NH2:16][CH2:15][C:14]1[CH:24]=[CH:25][C:11]([C:10]2[C:3]3[C:2]([NH2:1])=[N:7][CH:6]=[N:5][C:4]=3[N:8]([S:26]([C:29]3[CH:30]=[CH:31][CH:32]=[CH:33][CH:34]=3)(=[O:27])=[O:28])[CH:9]=2)=[CH:12][CH:13]=1, predict the reactants needed to synthesize it. The reactants are: [NH2:1][C:2]1[C:3]2[C:10]([C:11]3[CH:25]=[CH:24][C:14]([CH2:15][NH:16]C(=O)OC(C)(C)C)=[CH:13][CH:12]=3)=[CH:9][N:8]([S:26]([C:29]3[CH:34]=[CH:33][CH:32]=[CH:31][CH:30]=3)(=[O:28])=[O:27])[C:4]=2[N:5]=[CH:6][N:7]=1.C(O)(C(F)(F)F)=O. (5) The reactants are: [NH2:1][CH2:2][C@H:3]1[N:8]([C:9]([C:11]2[N:12]=[C:13]([CH3:23])[S:14][C:15]=2[C:16]2[CH:17]=[C:18]([CH3:22])[CH:19]=[CH:20][CH:21]=2)=[O:10])[CH2:7][C@H:6]2[C@@H:4]1[CH2:5]2.[O:24]1[C:28]2=[CH:29][CH:30]=[CH:31][C:32]([C:33](O)=[O:34])=[C:27]2[CH2:26][CH2:25]1. Given the product [CH3:23][C:13]1[S:14][C:15]([C:16]2[CH:17]=[C:18]([CH3:22])[CH:19]=[CH:20][CH:21]=2)=[C:11]([C:9]([N:8]2[CH2:7][C@H:6]3[C@H:4]([CH2:5]3)[C@H:3]2[CH2:2][NH:1][C:33]([C:32]2[CH:31]=[CH:30][CH:29]=[C:28]3[O:24][CH2:25][CH2:26][C:27]=23)=[O:34])=[O:10])[N:12]=1, predict the reactants needed to synthesize it.